This data is from Catalyst prediction with 721,799 reactions and 888 catalyst types from USPTO. The task is: Predict which catalyst facilitates the given reaction. (1) Reactant: [N:1]1[C:6]2[NH:7][CH:8]=[CH:9][C:5]=2[C:4]([O:10][C:11]2[CH:12]=[C:13]3[C:18](=[CH:19][CH:20]=2)[C:17]([C:21](Cl)=[O:22])=[CH:16][CH:15]=[CH:14]3)=[N:3][CH:2]=1.[C:24]([C:28]1[CH:34]=[CH:33][C:31]([NH2:32])=[CH:30][CH:29]=1)([CH3:27])([CH3:26])[CH3:25].CCN(C(C)C)C(C)C. Product: [CH3:27][C:24]([C:28]1[CH:29]=[CH:30][C:31]([NH:32][C:21]([C:17]2[C:18]3[C:13](=[CH:12][C:11]([O:10][C:4]4[C:5]5[CH:9]=[CH:8][NH:7][C:6]=5[N:1]=[CH:2][N:3]=4)=[CH:20][CH:19]=3)[CH:14]=[CH:15][CH:16]=2)=[O:22])=[CH:33][CH:34]=1)([CH3:25])[CH3:26]. The catalyst class is: 1. (2) Reactant: C[O:2][C:3]([C@@H:5]1[CH2:9][C:8](=[O:10])[N:7]([C:11]2[CH:16]=[CH:15][C:14]([O:17][CH2:18][C:19]3[CH:24]=[CH:23][CH:22]=[C:21]([F:25])[CH:20]=3)=[CH:13][CH:12]=2)[CH2:6]1)=[O:4].Cl. Product: [F:25][C:21]1[CH:20]=[C:19]([CH:24]=[CH:23][CH:22]=1)[CH2:18][O:17][C:14]1[CH:13]=[CH:12][C:11]([N:7]2[C:8](=[O:10])[CH2:9][C@@H:5]([C:3]([OH:4])=[O:2])[CH2:6]2)=[CH:16][CH:15]=1. The catalyst class is: 12. (3) Reactant: [CH3:1][NH:2][CH2:3][C:4]1[C:8]2[CH:9]=[CH:10][CH:11]=[CH:12][C:7]=2[O:6][C:5]=1[CH3:13].[O:14]=[C:15]1[CH2:20][O:19][C:18]2[CH:21]=[C:22]([CH:25]=[CH:26][C:27](O)=[O:28])[CH:23]=[N:24][C:17]=2[NH:16]1.ON1C2C=CC=CC=2N=N1.C(N(C(C)C)CC)(C)C.CN(C)CCCN=C=NCC. Product: [CH3:1][N:2]([CH2:3][C:4]1[C:8]2[CH:9]=[CH:10][CH:11]=[CH:12][C:7]=2[O:6][C:5]=1[CH3:13])[C:27](=[O:28])/[CH:26]=[CH:25]/[C:22]1[CH:23]=[N:24][C:17]2[NH:16][C:15](=[O:14])[CH2:20][O:19][C:18]=2[CH:21]=1. The catalyst class is: 18. (4) Reactant: [CH2:1]([O:3][C:4]([C:6]1[C:7](=[O:18])[NH:8][N:9]=[C:10]([C:13]2[S:14][CH:15]=[CH:16][CH:17]=2)[C:11]=1[OH:12])=[O:5])[CH3:2].[H-].[Na+].[F:21][C:22]([F:39])([F:38])[C:23]1([CH2:26]OS(C2C=CC(C)=CC=2)(=O)=O)[CH2:25][CH2:24]1. Product: [CH2:1]([O:3][C:4]([C:6]1[C:7](=[O:18])[N:8]([CH2:26][C:23]2([C:22]([F:39])([F:38])[F:21])[CH2:25][CH2:24]2)[N:9]=[C:10]([C:13]2[S:14][CH:15]=[CH:16][CH:17]=2)[C:11]=1[OH:12])=[O:5])[CH3:2]. The catalyst class is: 42. (5) Reactant: Cl[CH:2]([CH2:5][C:6]1[CH:16]=[CH:15][C:9]2[N:10]=[C:11]([S:13][CH3:14])[S:12][C:8]=2[CH:7]=1)[CH:3]=O.[NH2:17][C:18]1[CH:19]=[C:20]([CH:23]=[CH:24][N:25]=1)[C:21]#[N:22]. Product: [CH3:14][S:13][C:11]1[S:12][C:8]2[CH:7]=[C:6]([CH2:5][C:2]3[N:25]4[CH:24]=[CH:23][C:20]([C:21]#[N:22])=[CH:19][C:18]4=[N:17][CH:3]=3)[CH:16]=[CH:15][C:9]=2[N:10]=1. The catalyst class is: 51. (6) The catalyst class is: 20. Product: [Br:29][CH:31]([CH:14]1[CH2:16][CH2:15]1)[C:30]([O:33][CH2:34][CH3:35])=[O:32]. Reactant: C1(CC(OC)=O)CC1.[Li+].CC([N-][CH:14]([CH3:16])[CH3:15])C.C[Si](C)(C)Cl.C1C(=O)N([Br:29])C(=O)C1.[C:30]([O:33][CH2:34][CH3:35])(=[O:32])[CH3:31]. (7) Reactant: Cl[C:2]1[C:9]([C:10]([F:13])([F:12])[F:11])=[CH:8][CH:7]=[CH:6][C:3]=1[CH:4]=[O:5].CC1(C)C(C)(C)OB([C:22]2[CH:23]=[CH:24][C:25]([C:28]([NH:30][CH2:31][CH2:32][C:33]([O:35][CH2:36][CH3:37])=[O:34])=[O:29])=[N:26][CH:27]=2)O1.[O-]P([O-])([O-])=O.[K+].[K+].[K+]. Product: [CH:4]([C:3]1[CH:6]=[CH:7][CH:8]=[C:9]([C:10]([F:13])([F:12])[F:11])[C:2]=1[C:22]1[CH:23]=[CH:24][C:25]([C:28]([NH:30][CH2:31][CH2:32][C:33]([O:35][CH2:36][CH3:37])=[O:34])=[O:29])=[N:26][CH:27]=1)=[O:5]. The catalyst class is: 62. (8) Reactant: [CH3:1][C:2]1[O:6][C:5]([C:7]([NH:9][C:10]([C:13]2[N:19]([CH3:20])[C:17](=[O:18])[C:16]([OH:21])=[C:15]([C:22]([NH:24][CH2:25][C:26]3[CH:27]=[CH:28][C:29]([F:32])=[CH:30][CH:31]=3)=[O:23])[N:14]=2)([CH3:12])[CH3:11])=[O:8])=[N:4][N:3]=1.C([O-])(=O)C.[Ca+2:37].C([O-])(=O)C.CCCCCCC. Product: [CH3:1][C:2]1[O:6][C:5]([C:7]([NH:9][C:10]([C:13]2[N:19]([CH3:20])[C:17](=[O:18])[C:16]([OH:21])=[C:15]([C:22]([NH:24][CH2:25][C:26]3[CH:27]=[CH:28][C:29]([F:32])=[CH:30][CH:31]=3)=[O:23])[N:14]=2)([CH3:12])[CH3:11])=[O:8])=[N:4][N:3]=1.[Ca:37]. The catalyst class is: 40.